From a dataset of Catalyst prediction with 721,799 reactions and 888 catalyst types from USPTO. Predict which catalyst facilitates the given reaction. (1) Reactant: [F:1][C:2]1[C:11]2[C:6](=[CH:7][CH:8]=[CH:9][CH:10]=2)[C:5]([OH:12])=[CH:4][CH:3]=1.[C:13](=O)([O-])[O-].[K+].[K+].S(OC)(OC)(=O)=O. Product: [F:1][C:2]1[C:11]2[C:6](=[CH:7][CH:8]=[CH:9][CH:10]=2)[C:5]([O:12][CH3:13])=[CH:4][CH:3]=1. The catalyst class is: 21. (2) The catalyst class is: 6. Product: [Br:20][C:6]1[CH:15]=[CH:14][C:13]([C:16]#[N:17])=[C:12]2[C:7]=1[CH:8]=[CH:9][CH:10]=[N:11]2. Reactant: N([O-])=O.[Na+].N[C:6]1[CH:15]=[CH:14][C:13]([C:16]#[N:17])=[C:12]2[C:7]=1[CH:8]=[CH:9][CH:10]=[N:11]2.[OH-].[Na+].[BrH:20]. (3) Reactant: [F:1][C:2]1[C:3]([N+:11]([O-:13])=[O:12])=[C:4]([OH:10])[CH:5]=[C:6]([F:9])[C:7]=1[F:8].C1C=CC(P(C2C=CC=CC=2)C2C=CC=CC=2)=CC=1.[CH3:33][O:34][CH2:35][CH2:36]O.N(C(OC(C)C)=O)=NC(OC(C)C)=O. The catalyst class is: 1. Product: [F:9][C:6]1[CH:5]=[C:4]([O:10][CH2:36][CH2:35][O:34][CH3:33])[C:3]([N+:11]([O-:13])=[O:12])=[C:2]([F:1])[C:7]=1[F:8]. (4) Reactant: [Cl:1][C:2]1[CH:7]=[C:6]2[NH:8][C:9](=O)[C:10]3([CH:15]([C:16]4[CH:21]=[CH:20][CH:19]=[C:18]([Cl:22])[CH:17]=4)[CH2:14][C:13](=O)[NH:12][CH:11]3[C:24]3[CH:29]=[CH:28][CH:27]=[C:26]([F:30])[CH:25]=3)[C:5]2=[CH:4][CH:3]=1.[CH3:32][O:33][CH:34]([Si:36]([CH3:39])([CH3:38])[CH3:37])[CH3:35].[BH4-].[Na+]. Product: [Cl:1][C:2]1[CH:7]=[C:6]2[N:8]=[CH:9][C:10]3([CH:15]([C:16]4[CH:21]=[CH:20][CH:19]=[C:18]([Cl:22])[CH:17]=4)[CH2:14][CH2:13][NH:12][CH:11]3[C:24]3[CH:29]=[CH:28][CH:27]=[C:26]([F:30])[CH:25]=3)[C:5]2=[CH:4][CH:3]=1.[CH3:32][O:33][CH:34]([Si:36]([CH3:39])([CH3:38])[CH3:37])[CH3:35]. The catalyst class is: 5. (5) Reactant: C(OC(=O)[NH:7][C:8]1[CH:13]=[C:12]([N:14]([CH3:18])[CH2:15][CH2:16][CH3:17])[C:11]([CH3:19])=[CH:10][C:9]=1[NH:20][C:21](=[O:44])[CH2:22][C:23](=O)[C:24]1[CH:29]=[CH:28][CH:27]=[C:26]([N:30]2[C:34]([CH2:35][O:36]C3CCCCO3)=[CH:33][N:32]=[N:31]2)[CH:25]=1)(C)(C)C.C(O)(C(F)(F)F)=O. Product: [OH:36][CH2:35][C:34]1[N:30]([C:26]2[CH:25]=[C:24]([C:23]3[CH2:22][C:21](=[O:44])[NH:20][C:9]4[CH:10]=[C:11]([CH3:19])[C:12]([N:14]([CH3:18])[CH2:15][CH2:16][CH3:17])=[CH:13][C:8]=4[N:7]=3)[CH:29]=[CH:28][CH:27]=2)[N:31]=[N:32][CH:33]=1. The catalyst class is: 2. (6) Reactant: [CH:1]1([C:4]2[N:8]([C:9]3[N:14]=[CH:13][C:12]([NH:15][C:16](=[O:23])[C:17]4[CH:22]=[CH:21][N:20]=[CH:19][CH:18]=4)=[CH:11][CH:10]=3)[N:7]=[C:6]([C:24]([F:27])([F:26])[F:25])[CH:5]=2)[CH2:3][CH2:2]1.C(O)(=O)C1C=CN=CC=1.[ClH:37]. Product: [ClH:37].[CH:1]1([C:4]2[N:8]([C:9]3[N:14]=[CH:13][C:12]([NH:15][C:16](=[O:23])[C:17]4[CH:22]=[CH:21][N:20]=[CH:19][CH:18]=4)=[CH:11][CH:10]=3)[N:7]=[C:6]([C:24]([F:27])([F:25])[F:26])[CH:5]=2)[CH2:3][CH2:2]1. The catalyst class is: 165. (7) Reactant: C[Si]([N-][Si](C)(C)C)(C)C.[K+].C1C[O:14]CC1.[CH2:16]([O:19][C:20]1([CH3:49])[CH2:25][CH2:24][N:23]([C:26]2[N:31]3[N:32]=[C:33]([C:35]4[CH:40]=[CH:39][CH:38]=[C:37]([Br:41])[CH:36]=4)[CH:34]=[C:30]3[N:29]=[C:28]([CH3:42])[C:27]=2[CH2:43][C:44]([O:46][CH2:47][CH3:48])=[O:45])[CH2:22][CH2:21]1)[CH:17]=[CH2:18].C1(C2ON2S(C2C=CC=CC=2)(=O)=O)C=CC=CC=1. Product: [CH2:16]([O:19][C:20]1([CH3:49])[CH2:25][CH2:24][N:23]([C:26]2[N:31]3[N:32]=[C:33]([C:35]4[CH:40]=[CH:39][CH:38]=[C:37]([Br:41])[CH:36]=4)[CH:34]=[C:30]3[N:29]=[C:28]([CH3:42])[C:27]=2[CH:43]([OH:14])[C:44]([O:46][CH2:47][CH3:48])=[O:45])[CH2:22][CH2:21]1)[CH:17]=[CH2:18]. The catalyst class is: 1. (8) Reactant: P(Cl)(Cl)(Cl)=O.CN(C)[CH:8]=[O:9].[Cl:11][C:12]1[CH:13]=[CH:14][C:15]([N:30]2[CH:34]=[CH:33][C:32]([CH:35]=[C:36]([CH3:38])C)=[CH:31]2)=[C:16]([C:18]([C:20]2[CH:25]=[CH:24][CH:23]=[C:22]([O:26][CH3:27])[C:21]=2[O:28][CH3:29])=[O:19])[CH:17]=1.[C:39](=O)(O)[O-:40].[Na+]. Product: [Cl:11][C:12]1[CH:13]=[CH:14][C:15]([N:30]2[CH:31]=[C:32]([CH:35]=[C:36]([O:40][CH3:39])[CH3:38])[CH:33]=[C:34]2[CH:8]=[O:9])=[C:16]([C:18](=[O:19])[C:20]2[CH:25]=[CH:24][CH:23]=[C:22]([O:26][CH3:27])[C:21]=2[O:28][CH3:29])[CH:17]=1. The catalyst class is: 2.